This data is from Forward reaction prediction with 1.9M reactions from USPTO patents (1976-2016). The task is: Predict the product of the given reaction. (1) Given the reactants CS([O:5][CH2:6][C@H:7]([C@@H:9]1[CH:13]=[CH:12][CH2:11][O:10]1)[CH3:8])(=O)=O.[Br-:14].[Li+].S(C1C=CC(C)=CC=1)([O-])(=O)=O, predict the reaction product. The product is: [Br:14][C@H:12]1[CH2:11][O:10][C@@H:9]2[C@H:7]([CH3:8])[CH2:6][O:5][C@H:13]12. (2) Given the reactants [CH3:1][CH:2]([CH3:15])[CH2:3][CH2:4][NH:5][C:6]([C:8]1[N:9]=[N:10][C:11](Cl)=[CH:12][CH:13]=1)=[O:7].[N:16]1([C:22]([C:24]2[CH:29]=[CH:28][C:27]([F:30])=[CH:26][C:25]=2[C:31]([F:34])([F:33])[F:32])=[O:23])[CH2:21][CH2:20][NH:19][CH2:18][CH2:17]1, predict the reaction product. The product is: [CH3:1][CH:2]([CH3:15])[CH2:3][CH2:4][NH:5][C:6]([C:8]1[N:9]=[N:10][C:11]([N:19]2[CH2:20][CH2:21][N:16]([C:22](=[O:23])[C:24]3[CH:29]=[CH:28][C:27]([F:30])=[CH:26][C:25]=3[C:31]([F:34])([F:33])[F:32])[CH2:17][CH2:18]2)=[CH:12][CH:13]=1)=[O:7].